Predict the reaction yield, written as a fraction of the theoretical maximum amount of product (1.0 means a 100% yield; for example, 0.34 means a 34% yield). From a dataset of Reaction yield outcomes from USPTO patents with 853,638 reactions. (1) The reactants are N1C=CN=C1.[OH:6][CH2:7][C@H:8]1[CH2:12][O:11][C:10](=[O:13])[NH:9]1.[C:14]([Si:18](Cl)([C:25]1[CH:30]=[CH:29][CH:28]=[CH:27][CH:26]=1)[C:19]1[CH:24]=[CH:23][CH:22]=[CH:21][CH:20]=1)([CH3:17])([CH3:16])[CH3:15]. The catalyst is C(Cl)Cl.O. The product is [Si:18]([O:6][CH2:7][C@H:8]1[CH2:12][O:11][C:10](=[O:13])[NH:9]1)([C:14]([CH3:17])([CH3:16])[CH3:15])([C:25]1[CH:26]=[CH:27][CH:28]=[CH:29][CH:30]=1)[C:19]1[CH:24]=[CH:23][CH:22]=[CH:21][CH:20]=1. The yield is 0.780. (2) The reactants are C([O:3][C:4](=O)[CH:5]([CH:11](OCC)[CH:12]([N:19]1[CH2:24][CH2:23][N:22]([C:25]([O:27][C:28]([CH3:31])([CH3:30])[CH3:29])=[O:26])[CH2:21][CH2:20]1)[C:13]1[CH:18]=[CH:17][CH:16]=[CH:15][N:14]=1)[C:6]([O:8][CH2:9][CH3:10])=[O:7])C. The catalyst is C1(C)C(C)=CC=CC=1. The product is [CH2:9]([O:8][C:6]([C:5]1[C:4](=[O:3])[N:14]2[CH:13]([CH:18]=[CH:17][CH:16]=[CH:15]2)[CH:12]([N:19]2[CH2:20][CH2:21][N:22]([C:25]([O:27][C:28]([CH3:30])([CH3:29])[CH3:31])=[O:26])[CH2:23][CH2:24]2)[CH:11]=1)=[O:7])[CH3:10]. The yield is 0.710. (3) The reactants are [F:1][C:2]1[CH:10]=[C:9]2[C:5]([C:6]([CH2:12][NH:13][CH3:14])=[CH:7][N:8]2[CH3:11])=[CH:4][CH:3]=1.CNCC1C2C=CC=CC=2N2CCCC=12.[NH2:30][C:31]1[N:36]=[CH:35][C:34](/[CH:37]=[CH:38]/[C:39]([OH:41])=O)=[CH:33][CH:32]=1.Cl.O=C1NC2N=CC(/C=C/C(O)=O)=CC=2CC1. No catalyst specified. The product is [NH2:30][C:31]1[N:36]=[CH:35][C:34](/[CH:37]=[CH:38]/[C:39]([N:13]([CH2:12][C:6]2[C:5]3[C:9](=[CH:10][C:2]([F:1])=[CH:3][CH:4]=3)[N:8]([CH3:11])[CH:7]=2)[CH3:14])=[O:41])=[CH:33][CH:32]=1. The yield is 0.270.